Predict the reaction yield, written as a fraction of the theoretical maximum amount of product (1.0 means a 100% yield; for example, 0.34 means a 34% yield). From a dataset of Reaction yield outcomes from USPTO patents with 853,638 reactions. The reactants are [Br:1][C:2]1[CH:3]=[C:4]2[C:9](=[CH:10][CH:11]=1)[NH:8][C:7](=[S:12])[NH:6][C:5]2=[O:13].[CH3:14][O-].[Na+].IC. The product is [Br:1][C:2]1[CH:3]=[C:4]2[C:9](=[CH:10][CH:11]=1)[N:8]=[C:7]([S:12][CH3:14])[NH:6][C:5]2=[O:13]. The yield is 0.900. The catalyst is CN(C=O)C.CO.